From a dataset of Reaction yield outcomes from USPTO patents with 853,638 reactions. Predict the reaction yield, written as a fraction of the theoretical maximum amount of product (1.0 means a 100% yield; for example, 0.34 means a 34% yield). (1) The reactants are [CH2:1]([O:8][C@H:9]1[C@H:21]([OH:22])[C@H:20]([OH:23])[C@H:19]([CH3:24])[O:18][C@@H:10]1[S:11][C:12]1[CH:17]=[CH:16][CH:15]=[CH:14][CH:13]=1)[C:2]1[CH:7]=[CH:6][CH:5]=[CH:4][CH:3]=1.[F-].[Cs+].[CH:27]1[CH:32]=[CH:31][C:30]([CH2:33]Br)=[CH:29][CH:28]=1. The catalyst is C1(C)C=CC=CC=1. The product is [CH2:1]([O:8][C@H:9]1[C@H:21]([O:22][CH2:33][C:30]2[CH:31]=[CH:32][CH:27]=[CH:28][CH:29]=2)[C@H:20]([OH:23])[C@H:19]([CH3:24])[O:18][C@@H:10]1[S:11][C:12]1[CH:17]=[CH:16][CH:15]=[CH:14][CH:13]=1)[C:2]1[CH:3]=[CH:4][CH:5]=[CH:6][CH:7]=1. The yield is 0.890. (2) The reactants are [Cl:1][C:2]1[CH:7]=[C:6](/[CH:8]=[CH:9]/[CH:10]([C:15]2[CH:20]=[C:19]([Cl:21])[C:18]([Cl:22])=[C:17]([Cl:23])[CH:16]=2)[C:11]([F:14])([F:13])[F:12])[CH:5]=[CH:4][C:3]=1[CH2:24][NH2:25].[CH3:26][N:27]([CH3:31])[C:28](Cl)=[O:29]. The catalyst is C(Cl)Cl. The product is [Cl:1][C:2]1[CH:7]=[C:6](/[CH:8]=[CH:9]/[CH:10]([C:15]2[CH:20]=[C:19]([Cl:21])[C:18]([Cl:22])=[C:17]([Cl:23])[CH:16]=2)[C:11]([F:14])([F:13])[F:12])[CH:5]=[CH:4][C:3]=1[CH2:24][NH:25][C:28](=[O:29])[N:27]([CH3:31])[CH3:26]. The yield is 0.600. (3) The reactants are [F:1][C:2]([CH3:9])([CH3:8])[C:3](=O)[CH2:4][C:5]#[N:6].C(C1C=C(N)[O:15][N:14]=1)(C)C. No catalyst specified. The product is [F:1][C:2]([C:3]1[CH:4]=[C:5]([NH2:6])[O:15][N:14]=1)([CH3:9])[CH3:8]. The yield is 0.710. (4) The yield is 0.710. The catalyst is O1CCOCC1.C(Cl)Cl.O. The product is [CH3:9][C:7]1[NH:8][C:3](=[O:2])[C:4]2[C:12]([C:13]3[CH:14]=[CH:15][CH:16]=[CH:17][CH:18]=3)=[C:11]([C:19]3[CH:24]=[CH:23][C:22]([C:25]4([NH:29][C:30](=[O:36])[O:31][C:32]([CH3:34])([CH3:33])[CH3:35])[CH2:26][CH2:27][CH2:28]4)=[CH:21][CH:20]=3)[O:10][C:5]=2[N:6]=1. The reactants are C[O:2][C:3]1[C:4]2[C:12]([C:13]3[CH:18]=[CH:17][CH:16]=[CH:15][CH:14]=3)=[C:11]([C:19]3[CH:24]=[CH:23][C:22]([C:25]4([NH:29][C:30](=[O:36])[O:31][C:32]([CH3:35])([CH3:34])[CH3:33])[CH2:28][CH2:27][CH2:26]4)=[CH:21][CH:20]=3)[O:10][C:5]=2[N:6]=[C:7]([CH3:9])[N:8]=1.[OH-].[Na+]. (5) The reactants are [C:1]([N:5]1[C:9]2=[N:10][CH:11]=[CH:12][CH:13]=[C:8]2[CH:7]([CH2:14][C:15]2[C:20]([CH2:21]O)=[CH:19][C:18]([Cl:23])=[CH:17][N:16]=2)[C:6]1=[O:24])([CH3:4])([CH3:3])[CH3:2].CN(C=O)C.S(Cl)([Cl:32])=O.[Na+].[Cl-]. The catalyst is ClCCl. The product is [C:1]([N:5]1[C:9]2=[N:10][CH:11]=[CH:12][CH:13]=[C:8]2[CH:7]([CH2:14][C:15]2[C:20]([CH2:21][Cl:32])=[CH:19][C:18]([Cl:23])=[CH:17][N:16]=2)[C:6]1=[O:24])([CH3:4])([CH3:3])[CH3:2]. The yield is 0.930. (6) The reactants are [CH:1]1C=CC=CC=1.[OH:7][C:8]1([CH:15]=[CH:14][C:13]([O:16][CH3:17])=[CH:12][CH2:11]1)C=O.[Br:18][C:19]1[CH:33]=[CH:32][C:22]([O:23][C:24]2[CH:30]=[CH:29][C:28]([F:31])=[CH:27][C:25]=2[NH2:26])=[CH:21][CH:20]=1.[BH4-].[Na+]. The catalyst is C(OCC)(=O)C.O. The product is [OH:7][C:8]1[CH:11]=[CH:12][C:13]([O:16][CH3:17])=[CH:14][C:15]=1[CH2:1][NH:26][C:25]1[CH:27]=[C:28]([F:31])[CH:29]=[CH:30][C:24]=1[O:23][C:22]1[CH:32]=[CH:33][C:19]([Br:18])=[CH:20][CH:21]=1. The yield is 0.800. (7) The reactants are I[C:2]1[CH:3]=[N:4][N:5]([CH2:7][C:8]2[CH:13]=[CH:12][C:11]([O:14][CH3:15])=[CH:10][CH:9]=2)[CH:6]=1.C[Si]([C:20]#[CH:21])(C)C.CO.[OH-].[K+]. The catalyst is C(Cl)Cl.C(N(CC)CC)C.Cl[Pd](Cl)([P](C1C=CC=CC=1)(C1C=CC=CC=1)C1C=CC=CC=1)[P](C1C=CC=CC=1)(C1C=CC=CC=1)C1C=CC=CC=1.[Cu]I. The product is [C:20]([C:2]1[CH:3]=[N:4][N:5]([CH2:7][C:8]2[CH:13]=[CH:12][C:11]([O:14][CH3:15])=[CH:10][CH:9]=2)[CH:6]=1)#[CH:21]. The yield is 0.810.